From a dataset of CYP2D6 inhibition data for predicting drug metabolism from PubChem BioAssay. Regression/Classification. Given a drug SMILES string, predict its absorption, distribution, metabolism, or excretion properties. Task type varies by dataset: regression for continuous measurements (e.g., permeability, clearance, half-life) or binary classification for categorical outcomes (e.g., BBB penetration, CYP inhibition). Dataset: cyp2d6_veith. (1) The drug is O=C1O/C(=C\Br)CC[C@@H]1c1cccc2ccccc12. The result is 0 (non-inhibitor). (2) The drug is C[C@@H](O)CC(C)(C)N.Oc1c(Cl)c(Cl)c(Cl)c(Cl)c1Cl. The result is 0 (non-inhibitor). (3) The compound is O=C(Nc1ccccc1)N1CC[C@@]2(CCCN(C(=O)c3ccco3)C2)C1. The result is 0 (non-inhibitor). (4) The result is 0 (non-inhibitor). The molecule is COc1ccc(Br)cc1C(=O)Nc1cc(C)cc(C)c1. (5) The molecule is Cc1ccccc1-n1ncc2c(SCC(=O)N3c4ccccc4CC3C)ncnc21. The result is 0 (non-inhibitor). (6) The compound is CCNc1ncc2nc(-c3cc(F)cc(F)c3)c(=O)n(C[C@H]3CCCO3)c2n1. The result is 1 (inhibitor).